This data is from Reaction yield outcomes from USPTO patents with 853,638 reactions. The task is: Predict the reaction yield, written as a fraction of the theoretical maximum amount of product (1.0 means a 100% yield; for example, 0.34 means a 34% yield). (1) The reactants are [NH2:1][C@@H:2]1[CH:7]2[CH2:8][CH2:9][N:4]([CH2:5][CH2:6]2)[C@H:3]1[CH2:10][C:11]1[CH:12]=[N:13][CH:14]=[CH:15][CH:16]=1.C(O)C.[C:20]1([CH3:47])[CH:25]=[CH:24][C:23]([C:26]([C@:28]([C:44]([OH:46])=[O:45])([OH:43])[C@:29]([C:34]([C:36]2[CH:41]=[CH:40][C:39]([CH3:42])=[CH:38][CH:37]=2)=[O:35])([OH:33])[C:30]([OH:32])=[O:31])=[O:27])=[CH:22][CH:21]=1. The catalyst is C(O)C.O. The product is [C:20]1([CH3:47])[CH:25]=[CH:24][C:23]([C:26]([C@:28]([C:44]([OH:46])=[O:45])([OH:43])[C@:29]([C:34]([C:36]2[CH:37]=[CH:38][C:39]([CH3:42])=[CH:40][CH:41]=2)=[O:35])([OH:33])[C:30]([OH:32])=[O:31])=[O:27])=[CH:22][CH:21]=1.[NH2:1][C@@H:2]1[CH:7]2[CH2:6][CH2:5][N:4]([CH2:9][CH2:8]2)[C@H:3]1[CH2:10][C:11]1[CH:12]=[N:13][CH:14]=[CH:15][CH:16]=1. The yield is 0.581. (2) The reactants are [C:1]([CH:8]([CH:10]([C:12]([O:14][C:15]([CH3:18])([CH3:17])[CH3:16])=[O:13])[OH:11])[OH:9])([O:3][C:4]([CH3:7])([CH3:6])[CH3:5])=[O:2].ClCCl.C(N(CC)CC)C.[CH2:29]([O:31][P:32](Cl)(=[O:36])[O:33][CH2:34][CH3:35])[CH3:30]. The catalyst is O. The product is [CH2:29]([O:31][P:32]([O:11][C@H:10]([C@@H:8]([OH:9])[C:1]([O:3][C:4]([CH3:7])([CH3:6])[CH3:5])=[O:2])[C:12]([O:14][C:15]([CH3:18])([CH3:17])[CH3:16])=[O:13])([O:33][CH2:34][CH3:35])=[O:36])[CH3:30]. The yield is 0.330. (3) The reactants are [Si:1]([O:8][CH2:9][CH2:10][O:11][C:12]1[CH:21]=[C:20]2[C:15]([CH:16]=[CH:17][C:18]([CH3:22])=[N:19]2)=[CH:14][C:13]=1[F:23])([C:4]([CH3:7])([CH3:6])[CH3:5])([CH3:3])[CH3:2].[O:24]1CCOCC1. The catalyst is O. The product is [Si:1]([O:8][CH2:9][CH2:10][O:11][C:12]1[CH:21]=[C:20]2[C:15]([CH:16]=[CH:17][C:18]([CH:22]=[O:24])=[N:19]2)=[CH:14][C:13]=1[F:23])([C:4]([CH3:7])([CH3:6])[CH3:5])([CH3:3])[CH3:2]. The yield is 0.940.